This data is from Reaction yield outcomes from USPTO patents with 853,638 reactions. The task is: Predict the reaction yield, written as a fraction of the theoretical maximum amount of product (1.0 means a 100% yield; for example, 0.34 means a 34% yield). (1) The reactants are Br[CH2:2][C:3]([C:5]1[C:10]([CH3:11])=[CH:9][C:8]([NH:12][C:13](=[O:15])[CH3:14])=[CH:7][C:6]=1[CH3:16])=O.[NH2:17][C:18]([NH2:20])=[S:19]. The catalyst is CCO. The product is [NH2:20][C:18]1[S:19][CH:2]=[C:3]([C:5]2[C:10]([CH3:11])=[CH:9][C:8]([NH:12][C:13](=[O:15])[CH3:14])=[CH:7][C:6]=2[CH3:16])[N:17]=1. The yield is 0.860. (2) The reactants are [CH2:1]([N:8]1[CH:12]=[C:11]([C:13]2[CH:18]=[CH:17][C:16]([Cl:19])=[CH:15][C:14]=2[Cl:20])[N:10]=[C:9]1/[CH:21]=[CH:22]/[C:23]1[CH:28]=[CH:27][C:26]([C:29]2[CH:34]=[CH:33][C:32]([O:35][CH3:36])=[CH:31][CH:30]=2)=[CH:25][CH:24]=1)[C:2]1[CH:7]=[CH:6][CH:5]=[CH:4][CH:3]=1.C1(O)C=CC=CC=1.BrC[CH2:46][CH2:47][C:48]([O:50]C)=[O:49]. No catalyst specified. The product is [CH2:1]([N:8]1[CH:12]=[C:11]([C:13]2[CH:18]=[CH:17][C:16]([Cl:19])=[CH:15][C:14]=2[Cl:20])[N:10]=[C:9]1/[CH:21]=[CH:22]/[C:23]1[CH:28]=[CH:27][C:26]([C:29]2[CH:30]=[CH:31][C:32]([O:35][CH2:36][CH2:46][CH2:47][C:48]([OH:50])=[O:49])=[CH:33][CH:34]=2)=[CH:25][CH:24]=1)[C:2]1[CH:7]=[CH:6][CH:5]=[CH:4][CH:3]=1. The yield is 0.340.